Dataset: Reaction yield outcomes from USPTO patents with 853,638 reactions. Task: Predict the reaction yield, written as a fraction of the theoretical maximum amount of product (1.0 means a 100% yield; for example, 0.34 means a 34% yield). (1) The reactants are [Cl:1][C:2]1[CH:7]=[CH:6][C:5]([OH:8])=[CH:4][C:3]=1[C:9]([NH2:11])=[O:10].[CH3:12][C:13]#N. No catalyst specified. The product is [Cl:1][C:2]1[CH:7]=[CH:6][C:5]([O:8][CH2:9][CH2:3][CH2:2][CH2:7][CH2:6][CH2:5][CH2:4][CH2:13][CH3:12])=[CH:4][C:3]=1[C:9]([NH2:11])=[O:10]. The yield is 0.800. (2) The reactants are Br[C:2]1[CH:3]=[C:4]([S:8]([NH:11][C:12]2[CH:21]=[CH:20][C:15]([C:16]([O:18][CH3:19])=[O:17])=[C:14]([OH:22])[CH:13]=2)(=[O:10])=[O:9])[CH:5]=[CH:6][CH:7]=1.[C:23]([C:26]1[CH:27]=[C:28](B(O)O)[CH:29]=[CH:30][CH:31]=1)(=[O:25])[NH2:24]. No catalyst specified. The product is [C:23]([C:26]1[CH:31]=[C:30]([C:2]2[CH:7]=[CH:6][CH:5]=[C:4]([S:8]([NH:11][C:12]3[CH:21]=[CH:20][C:15]([C:16]([O:18][CH3:19])=[O:17])=[C:14]([OH:22])[CH:13]=3)(=[O:10])=[O:9])[CH:3]=2)[CH:29]=[CH:28][CH:27]=1)(=[O:25])[NH2:24]. The yield is 0.430. (3) The reactants are Cl[C:2]1[N:3]=[N:4][C:5]([C:8]2[CH:13]=[CH:12][CH:11]=[CH:10][CH:9]=2)=[CH:6][CH:7]=1.[Cl-].C(C1C=CC=C(CCC)C=1[N+:27]1[CH:31]=[CH:30][N:29]([C:32]2[C:37](CCC)=CC=C[C:33]=2[CH2:41]CC)C=1)CC.[C:44]([O-:47])([O-])=[O:45].[Cs+].[Cs+].[C:50]1([CH3:56])[CH:55]=CC=C[CH:51]=1. The catalyst is C1C=CC(/C=C/C(/C=C/C2C=CC=CC=2)=O)=CC=1.C1C=CC(/C=C/C(/C=C/C2C=CC=CC=2)=O)=CC=1.C1C=CC(/C=C/C(/C=C/C2C=CC=CC=2)=O)=CC=1.[Pd].[Pd]. The product is [C:50]([O:47][C:44]([N:29]1[CH:30]2[CH2:41][CH2:33][CH:32]1[CH2:37][N:27]([C:2]1[N:3]=[N:4][C:5]([C:8]3[CH:13]=[CH:12][CH:11]=[CH:10][CH:9]=3)=[CH:6][CH:7]=1)[CH2:31]2)=[O:45])([CH3:56])([CH3:55])[CH3:51]. The yield is 0.220. (4) The reactants are [Br:1][C:2]1[CH:8]=[CH:7][C:5]([NH2:6])=[C:4]([F:9])[CH:3]=1.C(N(C(C)C)CC)(C)C.[Cl:19][C:20]1[CH:25]=[C:24](Cl)[N:23]=[CH:22][N:21]=1.CO.C(Cl)(Cl)Cl. The catalyst is CCO. The product is [Br:1][C:2]1[CH:8]=[CH:7][C:5]([NH:6][C:24]2[CH:25]=[C:20]([Cl:19])[N:21]=[CH:22][N:23]=2)=[C:4]([F:9])[CH:3]=1. The yield is 0.370. (5) The reactants are C(O[C:6]([NH:8][C@@H:9]([CH2:14][C:15]1[CH:20]=[CH:19][C:18]([C:21]2[S:22][C:23]([C:26]3[CH:31]=[CH:30][C:29]([O:32][CH2:33][CH2:34][CH2:35][CH2:36][CH2:37][CH2:38][CH3:39])=[CH:28][CH:27]=3)=[N:24][N:25]=2)=[C:17]([F:40])[CH:16]=1)[C:10]([O:12][CH3:13])=[O:11])=[O:7])(C)(C)C.C(O)(C(F)(F)F)=O.[C:48]([C:52]1[CH:60]=[CH:59][C:55](C(O)=O)=[CH:54][CH:53]=1)([CH3:51])([CH3:50])[CH3:49].CCN(C(C)C)C(C)C.CN(C(ON1N=NC2C=CC=NC1=2)=[N+](C)C)C.F[P-](F)(F)(F)(F)F.C([O-])(O)=O.[Na+]. The catalyst is C(Cl)Cl.C1(C)C=CC=CC=1.CN(C=O)C. The product is [C:48]([C:52]1[CH:60]=[CH:59][C:55]([C:6]([NH:8][C@@H:9]([CH2:14][C:15]2[CH:20]=[CH:19][C:18]([C:21]3[S:22][C:23]([C:26]4[CH:31]=[CH:30][C:29]([O:32][CH2:33][CH2:34][CH2:35][CH2:36][CH2:37][CH2:38][CH3:39])=[CH:28][CH:27]=4)=[N:24][N:25]=3)=[C:17]([F:40])[CH:16]=2)[C:10]([O:12][CH3:13])=[O:11])=[O:7])=[CH:54][CH:53]=1)([CH3:51])([CH3:50])[CH3:49]. The yield is 0.870. (6) The reactants are Br[C:2]1[C:6](C)=[CH:5][S:4][CH:3]=1.[Li][CH2:9]CCC.C(O[B:17]1[O:21][C:20]([CH3:23])([CH3:22])[C:19]([CH3:25])([CH3:24])[O:18]1)(C)C. No catalyst specified. The product is [CH3:24][C:19]1([CH3:25])[C:20]([CH3:23])([CH3:22])[O:21][B:17]([C:6]2[CH:2]=[CH:3][S:4][C:5]=2[CH3:9])[O:18]1. The yield is 0.260.